Dataset: Forward reaction prediction with 1.9M reactions from USPTO patents (1976-2016). Task: Predict the product of the given reaction. Given the reactants [Br:1][C:2]1[C:3](F)=[C:4]2[C:10]([NH:11][C:12](=[O:16])[CH2:13][O:14][CH3:15])=[CH:9][NH:8][C:5]2=[N:6][CH:7]=1.[CH3:18][C:19]1([NH:25][C:26](=[O:32])[O:27][C:28]([CH3:31])([CH3:30])[CH3:29])[CH2:24][CH2:23][CH2:22][NH:21][CH2:20]1, predict the reaction product. The product is: [NH2:25][C:19]1([CH3:18])[CH2:24][CH2:23][CH2:22][N:21]([C:3]2[C:2]([Br:1])=[CH:7][N:6]=[C:5]3[NH:8][CH:9]=[C:10]([NH:11][C:12](=[O:16])[CH2:13][O:14][CH3:15])[C:4]=23)[CH2:20]1.[Br:1][C:2]1[C:3]([N:21]2[CH2:22][CH2:23][CH2:24][C:19]([NH:25][C:26](=[O:32])[O:27][C:28]([CH3:31])([CH3:30])[CH3:29])([CH3:18])[CH2:20]2)=[C:4]2[C:10]([NH:11][C:12](=[O:16])[CH2:13][O:14][CH3:15])=[CH:9][NH:8][C:5]2=[N:6][CH:7]=1.